This data is from Full USPTO retrosynthesis dataset with 1.9M reactions from patents (1976-2016). The task is: Predict the reactants needed to synthesize the given product. (1) Given the product [C:33]([NH:1][C@@H:2]1[CH2:7][CH2:6][C@H:5]([NH:8][C:9]([C:11]2[C:15]3=[N:16][CH:17]=[CH:18][C:19]([C:20]4[CH:25]=[CH:24][C:23]([F:26])=[CH:22][C:21]=4[O:27][CH2:28][CH:29]4[CH2:30][CH2:31]4)=[C:14]3[NH:13][C:12]=2[CH3:32])=[O:10])[CH2:4][CH2:3]1)(=[O:35])[CH3:34], predict the reactants needed to synthesize it. The reactants are: [NH2:1][C@@H:2]1[CH2:7][CH2:6][C@H:5]([NH:8][C:9]([C:11]2[C:15]3=[N:16][CH:17]=[CH:18][C:19]([C:20]4[CH:25]=[CH:24][C:23]([F:26])=[CH:22][C:21]=4[O:27][CH2:28][CH:29]4[CH2:31][CH2:30]4)=[C:14]3[NH:13][C:12]=2[CH3:32])=[O:10])[CH2:4][CH2:3]1.[C:33](Cl)(=[O:35])[CH3:34]. (2) Given the product [C:10]1(=[C:6]([C:5]#[N:9])[C:7]#[N:8])[CH2:15][CH2:14][CH2:13][CH2:12][CH2:11]1, predict the reactants needed to synthesize it. The reactants are: C(O)(=O)C.[C:5](#[N:9])[CH2:6][C:7]#[N:8].[C:10]1(=O)[CH2:15][CH2:14][CH2:13][CH2:12][CH2:11]1. (3) Given the product [CH3:1][O:2][C:3]1[CH:4]=[C:5]2[C:10](=[CH:11][C:12]=1[O:13][CH3:14])[N:9]=[CH:8][CH:7]=[C:6]2[O:15][C:16]1[CH:21]=[CH:20][C:19]([NH:22][C:23]([C:25]2[C:26](=[O:56])[N:27]([C:50]3[CH:51]=[CH:52][CH:53]=[CH:54][CH:55]=3)[N:28]([CH2:31][C@H:32]([O:34][C:35](=[O:49])[C@@H:36]([NH2:38])[CH3:37])[CH3:33])[C:29]=2[CH3:30])=[O:24])=[CH:18][C:17]=1[F:57], predict the reactants needed to synthesize it. The reactants are: [CH3:1][O:2][C:3]1[CH:4]=[C:5]2[C:10](=[CH:11][C:12]=1[O:13][CH3:14])[N:9]=[CH:8][CH:7]=[C:6]2[O:15][C:16]1[CH:21]=[CH:20][C:19]([NH:22][C:23]([C:25]2[C:26](=[O:56])[N:27]([C:50]3[CH:55]=[CH:54][CH:53]=[CH:52][CH:51]=3)[N:28]([CH2:31][C@H:32]([O:34][C:35](=[O:49])[C@@H:36]([NH:38]C(OCC3C=CC=CC=3)=O)[CH3:37])[CH3:33])[C:29]=2[CH3:30])=[O:24])=[CH:18][C:17]=1[F:57].